From a dataset of Full USPTO retrosynthesis dataset with 1.9M reactions from patents (1976-2016). Predict the reactants needed to synthesize the given product. Given the product [C:36]([N:1]1[CH2:6][CH2:5][CH:4]([NH:7][C:8]2[CH:9]=[C:10]3[C:15](=[CH:16][C:17]=2[O:18][CH3:19])[N:14]=[CH:13][N:12]=[C:11]3[NH:20][C:21]2[CH:26]=[CH:25][C:24]([F:27])=[C:23]([Cl:28])[CH:22]=2)[CH2:3][CH2:2]1)(=[O:39])[CH:37]=[CH2:38], predict the reactants needed to synthesize it. The reactants are: [NH:1]1[CH2:6][CH2:5][CH:4]([NH:7][C:8]2[CH:9]=[C:10]3[C:15](=[CH:16][C:17]=2[O:18][CH3:19])[N:14]=[CH:13][N:12]=[C:11]3[NH:20][C:21]2[CH:26]=[CH:25][C:24]([F:27])=[C:23]([Cl:28])[CH:22]=2)[CH2:3][CH2:2]1.C(N(CC)CC)C.[C:36](Cl)(=[O:39])[CH:37]=[CH2:38].C([O-])(O)=O.[Na+].